Dataset: Full USPTO retrosynthesis dataset with 1.9M reactions from patents (1976-2016). Task: Predict the reactants needed to synthesize the given product. (1) Given the product [CH2:18]([O:20][C:21]1[CH:26]=[CH:25][CH:24]=[CH:23][C:22]=1[N:1]1[CH:5]=[C:4]([C:6]2[C:7]([C:12]3[CH:13]=[CH:14][CH:15]=[CH:16][CH:17]=3)=[N:8][O:9][C:10]=2[CH3:11])[N:3]=[CH:2]1)[CH3:19], predict the reactants needed to synthesize it. The reactants are: [NH:1]1[CH:5]=[C:4]([C:6]2[C:7]([C:12]3[CH:17]=[CH:16][CH:15]=[CH:14][CH:13]=3)=[N:8][O:9][C:10]=2[CH3:11])[N:3]=[CH:2]1.[CH2:18]([O:20][C:21]1[CH:26]=[CH:25][CH:24]=[CH:23][C:22]=1B(O)O)[CH3:19]. (2) Given the product [N:29]1([C:2]2[CH:7]=[C:6]([NH:8][C:9]3[CH:10]=[CH:11][C:12]([O:15][C:16]([F:19])([F:18])[F:17])=[CH:13][CH:14]=3)[N:5]=[C:4]([C:20]3[CH:21]=[C:22]([C:26](=[O:28])[CH3:27])[CH:23]=[CH:24][CH:25]=3)[N:3]=2)[CH2:34][CH2:33][O:32][CH2:31][CH2:30]1, predict the reactants needed to synthesize it. The reactants are: Cl[C:2]1[CH:7]=[C:6]([NH:8][C:9]2[CH:14]=[CH:13][C:12]([O:15][C:16]([F:19])([F:18])[F:17])=[CH:11][CH:10]=2)[N:5]=[C:4]([C:20]2[CH:21]=[C:22]([C:26](=[O:28])[CH3:27])[CH:23]=[CH:24][CH:25]=2)[N:3]=1.[NH:29]1[CH2:34][CH2:33][O:32][CH2:31][CH2:30]1. (3) Given the product [Br:1][C:2]1[CH:7]=[C:6]([C:8]2[N:21]3[CH:22]=[CH:23][CH:24]=[CH:25][C:20]3=[N:19][C:9]=2[C:11]2[CH:16]=[CH:15][C:14]([F:17])=[C:13]([F:18])[CH:12]=2)[CH:5]=[CH:4][N:3]=1, predict the reactants needed to synthesize it. The reactants are: [Br:1][C:2]1[CH:7]=[C:6]([CH2:8][C:9]([C:11]2[CH:16]=[CH:15][C:14]([F:17])=[C:13]([F:18])[CH:12]=2)=O)[CH:5]=[CH:4][N:3]=1.[NH2:19][C:20]1[CH:25]=[CH:24][CH:23]=[CH:22][N:21]=1. (4) The reactants are: [CH2:1]([O:5][C:6]1[N:14]=[C:13]2[C:9]([N:10]=[C:11]([O:26][CH3:27])[N:12]2[CH2:15][C:16]2[CH:17]=[N:18][C:19]([O:22][CH2:23][CH2:24]Cl)=[CH:20][CH:21]=2)=[C:8]([NH2:28])[N:7]=1)[CH2:2][CH2:3][CH3:4].C(=O)([O-])[O-].[K+].[K+].[NH:35]1[CH2:44][CH2:43][CH:38]([C:39]([O:41][CH3:42])=[O:40])[CH2:37][CH2:36]1. Given the product [CH2:1]([O:5][C:6]1[N:14]=[C:13]2[C:9]([N:10]=[C:11]([O:26][CH3:27])[N:12]2[CH2:15][C:16]2[CH:17]=[N:18][C:19]([O:22][CH2:23][CH2:24][N:35]3[CH2:44][CH2:43][CH:38]([C:39]([O:41][CH3:42])=[O:40])[CH2:37][CH2:36]3)=[CH:20][CH:21]=2)=[C:8]([NH2:28])[N:7]=1)[CH2:2][CH2:3][CH3:4], predict the reactants needed to synthesize it. (5) Given the product [CH2:11]([C:18]1([N:25]([CH3:26])[CH3:27])[CH2:23][CH2:22][CH:21]([NH:1][CH:2]2[C:10]3[C:5](=[CH:6][CH:7]=[CH:8][CH:9]=3)[CH2:4][CH2:3]2)[CH2:20][CH2:19]1)[C:12]1[CH:17]=[CH:16][CH:15]=[CH:14][CH:13]=1, predict the reactants needed to synthesize it. The reactants are: [NH2:1][CH:2]1[C:10]2[C:5](=[CH:6][CH:7]=[CH:8][CH:9]=2)[CH2:4][CH2:3]1.[CH2:11]([C:18]1([N:25]([CH3:27])[CH3:26])[CH2:23][CH2:22][C:21](=O)[CH2:20][CH2:19]1)[C:12]1[CH:17]=[CH:16][CH:15]=[CH:14][CH:13]=1.S([O-])([O-])(=O)=O.[Na+].[Na+]. (6) The reactants are: [NH:1]([C:3]1[CH:11]=[CH:10][C:6]([C:7]([OH:9])=[O:8])=[CH:5][CH:4]=1)N.[CH:12]([N:15]1[CH2:20][CH2:19][C:18](=O)[CH2:17][CH2:16]1)([CH3:14])[CH3:13].Cl. Given the product [CH:12]([N:15]1[CH2:20][CH2:19][C:18]2[NH:1][C:3]3[CH:11]=[CH:10][C:6]([C:7]([OH:9])=[O:8])=[CH:5][C:4]=3[C:17]=2[CH2:16]1)([CH3:14])[CH3:13], predict the reactants needed to synthesize it.